Dataset: Forward reaction prediction with 1.9M reactions from USPTO patents (1976-2016). Task: Predict the product of the given reaction. (1) Given the reactants C(OC(=O)[N:7]([CH:15]1[CH2:17][CH2:16]1)[C@H:8]1[CH2:13][CH2:12][NH:11][CH2:10][C@H:9]1[F:14])(C)(C)C.Cl[C:20]1[CH:25]=[CH:24][C:23]([C:26]([F:29])([F:28])[F:27])=[CH:22][N:21]=1, predict the reaction product. The product is: [CH:15]1([NH:7][C@H:8]2[CH2:13][CH2:12][N:11]([C:20]3[CH:25]=[CH:24][C:23]([C:26]([F:29])([F:28])[F:27])=[CH:22][N:21]=3)[CH2:10][C@H:9]2[F:14])[CH2:16][CH2:17]1. (2) Given the reactants [CH:1]1([C:4]2[CH:8]=[C:7]([CH:9]3[CH2:13][CH2:12][CH2:11][N:10]3[C:14]3[N:19]=[C:18](O)[CH:17]=[C:16]([CH2:21][O:22][CH3:23])[N:15]=3)[O:6][N:5]=2)[CH2:3][CH2:2]1.P(Cl)(Cl)([Cl:26])=O, predict the reaction product. The product is: [Cl:26][C:18]1[CH:17]=[C:16]([CH2:21][O:22][CH3:23])[N:15]=[C:14]([N:10]2[CH2:11][CH2:12][CH2:13][CH:9]2[C:7]2[O:6][N:5]=[C:4]([CH:1]3[CH2:3][CH2:2]3)[CH:8]=2)[N:19]=1. (3) Given the reactants Cl.[NH2:2][C@H:3]1[CH2:7][CH2:6][N:5]([C:8]2[CH:13]=[CH:12][C:11]([O:14][CH2:15][C:16]3[CH:21]=[CH:20][CH:19]=[C:18]([F:22])[CH:17]=3)=[CH:10][CH:9]=2)[C:4]1=[O:23].Cl[C:25]([O:27][CH3:28])=[O:26], predict the reaction product. The product is: [CH3:28][O:27][C:25](=[O:26])[NH:2][C@H:3]1[CH2:7][CH2:6][N:5]([C:8]2[CH:9]=[CH:10][C:11]([O:14][CH2:15][C:16]3[CH:21]=[CH:20][CH:19]=[C:18]([F:22])[CH:17]=3)=[CH:12][CH:13]=2)[C:4]1=[O:23].